Dataset: NCI-60 drug combinations with 297,098 pairs across 59 cell lines. Task: Regression. Given two drug SMILES strings and cell line genomic features, predict the synergy score measuring deviation from expected non-interaction effect. Drug 1: CN(CC1=CN=C2C(=N1)C(=NC(=N2)N)N)C3=CC=C(C=C3)C(=O)NC(CCC(=O)O)C(=O)O. Drug 2: C1C(C(OC1N2C=NC3=C2NC=NCC3O)CO)O. Cell line: DU-145. Synergy scores: CSS=28.3, Synergy_ZIP=-0.482, Synergy_Bliss=-6.16, Synergy_Loewe=-5.79, Synergy_HSA=-4.51.